This data is from Reaction yield outcomes from USPTO patents with 853,638 reactions. The task is: Predict the reaction yield, written as a fraction of the theoretical maximum amount of product (1.0 means a 100% yield; for example, 0.34 means a 34% yield). (1) The catalyst is CN(C)C1C=CN=CC=1.CN(C)C=O. The product is [C:26]([CH2:27][NH:28][C:19]([C:15]1[N:11]2[C:12](=[O:14])[CH:13]=[C:8]([CH2:7][O:6][C:5]3[CH:22]=[CH:23][C:2]([F:1])=[CH:3][CH:4]=3)[N:9]=[C:10]2[S:17][C:16]=1[CH3:18])=[O:20])#[N:25]. The reactants are [F:1][C:2]1[CH:23]=[CH:22][C:5]([O:6][CH2:7][C:8]2[N:9]=[C:10]3[S:17][C:16]([CH3:18])=[C:15]([C:19](O)=[O:20])[N:11]3[C:12](=[O:14])[CH:13]=2)=[CH:4][CH:3]=1.Cl.[NH2:25][CH2:26][C:27]#[N:28].C(N(CC)CC)C.Cl.CN(C)CCCN=C=NCC. The yield is 0.200. (2) The reactants are [C:1]1([C:7]2[C:16]([N:17]3[CH2:22][CH2:21][CH:20]([C:23]4[CH:28]=[CH:27][C:26]([C:29]([F:32])([F:31])[F:30])=[CH:25][CH:24]=4)[CH2:19][CH2:18]3)=[N:15][C:14]3[C:9](=[CH:10][CH:11]=[C:12]([C:33]([O:35]C)=[O:34])[CH:13]=3)[N:8]=2)[CH:6]=[CH:5][CH:4]=[CH:3][CH:2]=1.[OH-].[Na+]. The catalyst is CO. The product is [C:1]1([C:7]2[C:16]([N:17]3[CH2:22][CH2:21][CH:20]([C:23]4[CH:24]=[CH:25][C:26]([C:29]([F:32])([F:30])[F:31])=[CH:27][CH:28]=4)[CH2:19][CH2:18]3)=[N:15][C:14]3[C:9](=[CH:10][CH:11]=[C:12]([C:33]([OH:35])=[O:34])[CH:13]=3)[N:8]=2)[CH:6]=[CH:5][CH:4]=[CH:3][CH:2]=1. The yield is 0.510. (3) The reactants are [NH:1]1[C:9]2[C:4](=[N:5][CH:6]=[C:7]([C:10]([O:12][CH3:13])=[O:11])[CH:8]=2)[CH:3]=[CH:2]1.[Cl:14]N1C(=O)CCC1=O. The catalyst is CN(C)C=O.O. The product is [Cl:14][C:3]1[C:4]2=[N:5][CH:6]=[C:7]([C:10]([O:12][CH3:13])=[O:11])[CH:8]=[C:9]2[NH:1][CH:2]=1. The yield is 0.930. (4) The reactants are C(OC(=O)[NH:5][C:6](=S)[NH:7][C:8]1[CH:13]=[CH:12][C:11]([O:14][C:15]2[CH:20]=[CH:19][CH:18]=[C:17]([NH:21][C:22]([C:24]3[C:29]([CH3:30])=[CH:28][CH:27]=[CH:26][N:25]=3)=[O:23])[CH:16]=2)=[CH:10][N:9]=1)C.[Cl-].O[NH3+].C([N:39](CC)C(C)C)(C)C.C(O)C. The catalyst is CO. The product is [NH2:39][C:6]1[N:7]=[C:8]2[CH:13]=[CH:12][C:11]([O:14][C:15]3[CH:16]=[C:17]([NH:21][C:22]([C:24]4[C:29]([CH3:30])=[CH:28][CH:27]=[CH:26][N:25]=4)=[O:23])[CH:18]=[CH:19][CH:20]=3)=[CH:10][N:9]2[N:5]=1. The yield is 0.840. (5) The reactants are [CH3:1][O:2][CH2:3][C@H:4]([CH3:31])[O:5][C:6]1[CH:7]=[C:8]([C:23]2[NH:27][C:26]([C:28](O)=[O:29])=[CH:25][CH:24]=2)[CH:9]=[C:10]([O:12][C:13]2[CH:18]=[CH:17][C:16]([S:19]([CH3:22])(=[O:21])=[O:20])=[CH:15][CH:14]=2)[CH:11]=1.Cl.[Cl:33][CH2:34][CH2:35][NH2:36].CCN=C=NCCCN(C)C.Cl. The catalyst is CN(C)C1C=CN=CC=1.ClCCl. The product is [Cl:33][CH2:34][CH2:35][NH:36][C:28]([C:26]1[NH:27][C:23]([C:8]2[CH:9]=[C:10]([O:12][C:13]3[CH:14]=[CH:15][C:16]([S:19]([CH3:22])(=[O:21])=[O:20])=[CH:17][CH:18]=3)[CH:11]=[C:6]([O:5][C@@H:4]([CH3:31])[CH2:3][O:2][CH3:1])[CH:7]=2)=[CH:24][CH:25]=1)=[O:29]. The yield is 0.620. (6) The reactants are [OH:1][C:2]1[CH:3]=[C:4]([CH:9]=[CH:10][CH:11]=1)[C:5]([O:7][CH3:8])=[O:6].N1C(C)=CC=CC=1C.[F:20][C:21]([F:34])([F:33])[S:22](O[S:22]([C:21]([F:34])([F:33])[F:20])(=[O:24])=[O:23])(=[O:24])=[O:23]. The catalyst is C(Cl)Cl. The product is [F:20][C:21]([F:34])([F:33])[S:22]([O:1][C:2]1[CH:3]=[C:4]([CH:9]=[CH:10][CH:11]=1)[C:5]([O:7][CH3:8])=[O:6])(=[O:24])=[O:23]. The yield is 0.980. (7) The reactants are Br[C:2]1[S:3][CH:4]=[CH:5][N:6]=1.[C:7]([C:9]1[CH:10]=[C:11](B(O)O)[CH:12]=[CH:13][C:14]=1[F:15])#[N:8].C([O-])([O-])=O.[K+].[K+].N#N. The catalyst is C1C=CC([P]([Pd]([P](C2C=CC=CC=2)(C2C=CC=CC=2)C2C=CC=CC=2)([P](C2C=CC=CC=2)(C2C=CC=CC=2)C2C=CC=CC=2)[P](C2C=CC=CC=2)(C2C=CC=CC=2)C2C=CC=CC=2)(C2C=CC=CC=2)C2C=CC=CC=2)=CC=1.COCCOC.O. The product is [F:15][C:14]1[CH:13]=[CH:12][C:11]([C:2]2[S:3][CH:4]=[CH:5][N:6]=2)=[CH:10][C:9]=1[C:7]#[N:8]. The yield is 0.710.